This data is from Forward reaction prediction with 1.9M reactions from USPTO patents (1976-2016). The task is: Predict the product of the given reaction. (1) The product is: [CH3:14][C:4]1[CH:3]=[C:2]([O:1][CH2:18][CH:19]=[C:20]([CH3:22])[CH3:21])[C:7]([CH3:8])=[CH:6][C:5]=1[N:9]=[CH:10][N:11]([CH3:12])[CH3:13]. Given the reactants [OH:1][C:2]1[C:7]([CH3:8])=[CH:6][C:5]([N:9]=[CH:10][N:11]([CH3:13])[CH3:12])=[C:4]([CH3:14])[CH:3]=1.[H-].[Na+].Br[CH2:18][CH:19]=[C:20]([CH3:22])[CH3:21].C(OCC)C, predict the reaction product. (2) Given the reactants [CH3:1][N:2]([CH3:24])[C:3]([C:5]1[N:14]([CH:15]2[CH2:20][CH2:19][N:18]([CH:21]3[CH2:23][CH2:22]3)[CH2:17][CH2:16]2)[C:8]2[N:9]=[C:10](Cl)[N:11]=[CH:12][C:7]=2[CH:6]=1)=[O:4].[C:25]([O:29][C:30]([N:32]1[CH:37]2[CH2:38][CH2:39][CH:33]1[CH2:34][N:35]([C:40]([C:42]1[CH:43]=[N:44][C:45]([NH2:48])=[CH:46][CH:47]=1)=[O:41])[CH2:36]2)=[O:31])([CH3:28])([CH3:27])[CH3:26], predict the reaction product. The product is: [C:25]([O:29][C:30]([N:32]1[CH:33]2[CH2:39][CH2:38][CH:37]1[CH2:36][N:35]([C:40]([C:42]1[CH:43]=[N:44][C:45]([NH:48][C:10]3[N:11]=[CH:12][C:7]4[CH:6]=[C:5]([C:3](=[O:4])[N:2]([CH3:24])[CH3:1])[N:14]([CH:15]5[CH2:20][CH2:19][N:18]([CH:21]6[CH2:23][CH2:22]6)[CH2:17][CH2:16]5)[C:8]=4[N:9]=3)=[CH:46][CH:47]=1)=[O:41])[CH2:34]2)=[O:31])([CH3:28])([CH3:26])[CH3:27]. (3) Given the reactants Cl[C:2]1[C:7]([C:8]([O:10][CH3:11])=[O:9])=[CH:6][N:5]=[C:4]([C:12]2[CH:17]=[CH:16][C:15]([CH3:18])=[C:14]([F:19])[CH:13]=2)[CH:3]=1.[Cl:20][C:21]1[CH:26]=[CH:25][CH:24]=[CH:23][C:22]=1[OH:27].C(=O)([O-])[O-].[K+].[K+], predict the reaction product. The product is: [Cl:20][C:21]1[CH:26]=[CH:25][CH:24]=[CH:23][C:22]=1[O:27][C:2]1[C:7]([C:8]([O:10][CH3:11])=[O:9])=[CH:6][N:5]=[C:4]([C:12]2[CH:17]=[CH:16][C:15]([CH3:18])=[C:14]([F:19])[CH:13]=2)[CH:3]=1. (4) Given the reactants N[C:2]1[CH:3]=[C:4]([C:9]2[CH:21]=[CH:20][C:12]3[N:13]=[C:14]([NH:16][C:17](=[O:19])[CH3:18])[S:15][C:11]=3[CH:10]=2)[CH:5]=[N:6][C:7]=1[Cl:8].[BH4-].[Na+].C=O.OS(O)(=O)=O.[BH3-][C:32]#[N:33].[Na+].[C:35]([O-])([O-])=O.[Na+].[Na+], predict the reaction product. The product is: [Cl:8][C:7]1[N:6]=[CH:5][C:4]([C:9]2[CH:21]=[CH:20][C:12]3[N:13]=[C:14]([NH:16][C:17](=[O:19])[CH3:18])[S:15][C:11]=3[CH:10]=2)=[CH:3][C:2]=1[N:33]([CH3:32])[CH3:35]. (5) The product is: [Br:3][C:4]1[CH:5]=[C:6]2[C:12]([C:13]([O:15][CH3:16])=[O:14])=[N:11][N:10]([S:23]([C:20]3[CH:21]=[CH:22][C:17]([CH3:27])=[CH:18][CH:19]=3)(=[O:25])=[O:24])[C:7]2=[N:8][CH:9]=1. Given the reactants [H-].[Na+].[Br:3][C:4]1[CH:5]=[C:6]2[C:12]([C:13]([O:15][CH3:16])=[O:14])=[N:11][NH:10][C:7]2=[N:8][CH:9]=1.[C:17]1([CH3:27])[CH:22]=[CH:21][C:20]([S:23](Cl)(=[O:25])=[O:24])=[CH:19][CH:18]=1.O, predict the reaction product. (6) Given the reactants [C:1]1([CH:8]=[CH:7][CH:6]=[C:4]([OH:5])[CH:3]=1)[OH:2].[Cl:9][CH2:10][C:11](=O)[CH2:12][C:13](OCC)=[O:14].S(=O)(=O)(O)O.O, predict the reaction product. The product is: [Cl:9][CH2:10][C:11]1[C:8]2[C:1](=[CH:3][C:4]([OH:5])=[CH:6][CH:7]=2)[O:2][C:13](=[O:14])[CH:12]=1.